From a dataset of NCI-60 drug combinations with 297,098 pairs across 59 cell lines. Regression. Given two drug SMILES strings and cell line genomic features, predict the synergy score measuring deviation from expected non-interaction effect. (1) Drug 1: CC1=C(C(CCC1)(C)C)C=CC(=CC=CC(=CC(=O)O)C)C. Drug 2: CS(=O)(=O)CCNCC1=CC=C(O1)C2=CC3=C(C=C2)N=CN=C3NC4=CC(=C(C=C4)OCC5=CC(=CC=C5)F)Cl. Cell line: NCI-H522. Synergy scores: CSS=8.91, Synergy_ZIP=-4.23, Synergy_Bliss=-1.49, Synergy_Loewe=-11.1, Synergy_HSA=-2.12. (2) Drug 1: CCN(CC)CCCC(C)NC1=C2C=C(C=CC2=NC3=C1C=CC(=C3)Cl)OC. Drug 2: CC1C(C(CC(O1)OC2CC(CC3=C2C(=C4C(=C3O)C(=O)C5=CC=CC=C5C4=O)O)(C(=O)C)O)N)O. Cell line: UACC62. Synergy scores: CSS=58.9, Synergy_ZIP=-2.00, Synergy_Bliss=-1.62, Synergy_Loewe=-20.8, Synergy_HSA=0.0852.